From a dataset of Full USPTO retrosynthesis dataset with 1.9M reactions from patents (1976-2016). Predict the reactants needed to synthesize the given product. (1) Given the product [CH2:1]([C:3]1[N:7]([C:8]2[N:16]=[C:15]3[C:11]([N:12]=[C:13]([CH2:23][N:44]4[CH2:45][CH:42]([CH:39]5[CH2:40][CH2:41][O:36][CH2:37][CH2:38]5)[CH2:43]4)[N:14]3[CH:17]3[CH2:22][CH2:21][CH2:20][CH2:19][O:18]3)=[C:10]([N:25]3[CH2:26][CH2:27][O:28][CH2:29][CH2:30]3)[N:9]=2)[C:6]2[CH:31]=[CH:32][CH:33]=[CH:34][C:5]=2[N:4]=1)[CH3:2], predict the reactants needed to synthesize it. The reactants are: [CH2:1]([C:3]1[N:7]([C:8]2[N:16]=[C:15]3[C:11]([N:12]=[C:13]([CH:23]=O)[N:14]3[CH:17]3[CH2:22][CH2:21][CH2:20][CH2:19][O:18]3)=[C:10]([N:25]3[CH2:30][CH2:29][O:28][CH2:27][CH2:26]3)[N:9]=2)[C:6]2[CH:31]=[CH:32][CH:33]=[CH:34][C:5]=2[N:4]=1)[CH3:2].Cl.[O:36]1[CH2:41][CH2:40][CH:39]([CH:42]2[CH2:45][NH:44][CH2:43]2)[CH2:38][CH2:37]1.COC(OC)OC.C(O)(=O)C.C(O[BH-](OC(=O)C)OC(=O)C)(=O)C.[Na+]. (2) Given the product [Cl:1][C:2]1[N:7]=[C:6]([CH2:8][CH3:9])[N:5]=[C:4]([NH:10][CH:11]2[CH2:15][CH2:14][CH2:13][CH2:12]2)[C:3]=1[C:17]1[CH:22]=[CH:21][CH:20]=[CH:19][CH:18]=1, predict the reactants needed to synthesize it. The reactants are: [Cl:1][C:2]1[N:7]=[C:6]([CH2:8][CH3:9])[N:5]=[C:4]([NH:10][CH:11]2[CH2:15][CH2:14][CH2:13][CH2:12]2)[C:3]=1I.[C:17]1(B(O)O)[CH:22]=[CH:21][CH:20]=[CH:19][CH:18]=1.C(=O)([O-])[O-].[Na+].[Na+].C(O)C. (3) Given the product [NH3:8].[F:34][C:24]1[CH:25]=[CH:26][CH:27]=[C:28]([N:29]2[N:33]=[CH:32][CH:31]=[N:30]2)[C:23]=1[C:22]([N:18]1[CH2:17][CH:16]2[CH:20]([CH2:21][N:14]([C:9]3[N:10]=[C:11]([CH3:13])[CH:12]=[C:7]([N:38]4[CH2:43][CH2:42][O:41][CH2:40][CH2:39]4)[N:8]=3)[CH2:15]2)[CH2:19]1)=[O:35], predict the reactants needed to synthesize it. The reactants are: FC(F)(F)S(O[C:7]1[CH:12]=[C:11]([CH3:13])[N:10]=[C:9]([N:14]2[CH2:21][CH:20]3[CH:16]([CH2:17][N:18]([C:22](=[O:35])[C:23]4[C:28]([N:29]5[N:33]=[CH:32][CH:31]=[N:30]5)=[CH:27][CH:26]=[CH:25][C:24]=4[F:34])[CH2:19]3)[CH2:15]2)[N:8]=1)(=O)=O.[NH:38]1[CH2:43][CH2:42][O:41][CH2:40][CH2:39]1. (4) Given the product [CH:14]1([N:13]2[C:12]3[CH:11]=[CH:10][C:4]([C:5]([O:7][CH2:8][CH3:9])=[O:6])=[CH:3][C:2]=3[N:1]=[C:26]2[C:25]2[CH:30]=[CH:31][C:22]([OH:21])=[CH:23][CH:24]=2)[CH2:19][CH2:18][CH2:17][CH2:16][CH2:15]1, predict the reactants needed to synthesize it. The reactants are: [NH2:1][C:2]1[CH:3]=[C:4]([CH:10]=[CH:11][C:12]=1[NH:13][CH:14]1[CH2:19][CH2:18][CH2:17][CH2:16][CH2:15]1)[C:5]([O:7][CH2:8][CH3:9])=[O:6].Cl.[OH:21][C:22]1[CH:31]=[CH:30][C:25]([C:26](=N)OC)=[CH:24][CH:23]=1. (5) Given the product [CH2:3]([O:10][C:11]1[C:26]([C:27]2[CH:28]=[N:29][CH:30]=[CH:31][CH:32]=2)=[CH:25][CH:24]=[CH:23][C:12]=1[C:13]([OH:15])=[O:14])[C:4]1[CH:5]=[CH:6][CH:7]=[CH:8][CH:9]=1, predict the reactants needed to synthesize it. The reactants are: [OH-].[Na+].[CH2:3]([O:10][C:11]1[C:26]([C:27]2[CH:28]=[N:29][CH:30]=[CH:31][CH:32]=2)=[CH:25][CH:24]=[CH:23][C:12]=1[C:13]([O:15]CC1C=CC=CC=1)=[O:14])[C:4]1[CH:9]=[CH:8][CH:7]=[CH:6][CH:5]=1. (6) Given the product [C:2]([S:5][CH:6]1[CH2:11][CH2:10][N:9]([CH:20]([C:26]2[CH:31]=[CH:30][CH:29]=[CH:28][C:27]=2[F:32])[C:21]([CH:23]2[CH2:24][CH2:25]2)=[O:22])[CH2:8]/[C:7]/1=[CH:12]\[C:13]1[CH:14]=[CH:15][CH:16]=[CH:17][CH:18]=1)(=[O:4])[CH3:3], predict the reactants needed to synthesize it. The reactants are: Cl.[C:2]([S:5][CH:6]1[CH2:11][CH2:10][NH:9][CH2:8]/[C:7]/1=[CH:12]\[C:13]1[CH:18]=[CH:17][CH:16]=[CH:15][CH:14]=1)(=[O:4])[CH3:3].Br[CH:20]([C:26]1[CH:31]=[CH:30][CH:29]=[CH:28][C:27]=1[F:32])[C:21]([CH:23]1[CH2:25][CH2:24]1)=[O:22].C(=O)([O-])[O-].[K+].[K+]. (7) Given the product [C:13]([C:11]1[CH:10]=[C:7]([C:8](=[O:9])[CH2:29][CH2:28][C:27](=[O:30])[CH3:26])[CH:6]=[C:5]([C:1]([CH3:4])([CH3:3])[CH3:2])[CH:12]=1)([CH3:16])([CH3:15])[CH3:14], predict the reactants needed to synthesize it. The reactants are: [C:1]([C:5]1[CH:6]=[C:7]([CH:10]=[C:11]([C:13]([CH3:16])([CH3:15])[CH3:14])[CH:12]=1)[CH:8]=[O:9])([CH3:4])([CH3:3])[CH3:2].CCN(C(C)C)C(C)C.[CH3:26][C:27](=[O:30])[CH:28]=[CH2:29]. (8) Given the product [NH2:20][C:8]([NH:4][C:5]1[CH:7]=[CH:21][CH:1]=[CH:2][CH:6]=1)=[N:9][S:10]([C:13]1[CH:18]=[CH:17][C:16]([CH3:19])=[CH:15][CH:14]=1)(=[O:12])=[O:11], predict the reactants needed to synthesize it. The reactants are: [CH3:1][C:2]1[CH:6]=[C:5]([CH3:7])[N:4]([C:8](=[NH:20])[NH:9][S:10]([C:13]2[CH:18]=[CH:17][C:16]([CH3:19])=[CH:15][CH:14]=2)(=[O:12])=[O:11])N=1.[CH3:21]S(O)(=O)=O.NC1C=CC=CC=1. (9) Given the product [CH3:9][CH:10]([CH2:15][C:16]([CH3:19])([CH3:18])[CH3:17])[CH2:11][C:12]([O:6][O:5][C:1]([CH3:4])([CH3:3])[CH3:2])=[O:13], predict the reactants needed to synthesize it. The reactants are: [C:1]([O:5][OH:6])([CH3:4])([CH3:3])[CH3:2].[OH-].[K+].[CH3:9][CH:10]([CH2:15][C:16]([CH3:19])([CH3:18])[CH3:17])[CH2:11][C:12](Cl)=[O:13].